This data is from Reaction yield outcomes from USPTO patents with 853,638 reactions. The task is: Predict the reaction yield, written as a fraction of the theoretical maximum amount of product (1.0 means a 100% yield; for example, 0.34 means a 34% yield). The reactants are Cl[C:2]1[C:11]2[C:6](=[CH:7][C:8]([O:19][CH2:20][CH2:21][CH2:22][Cl:23])=[CH:9][C:10]=2[O:12][CH:13]2[CH2:18][CH2:17][O:16][CH2:15][CH2:14]2)[N:5]=[CH:4][N:3]=1.[NH2:24][C:25]1[C:30]([Cl:31])=[CH:29][N:28]=[C:27]2[O:32][CH2:33][O:34][C:26]=12. No catalyst specified. The product is [Cl:31][C:30]1[C:25]([NH:24][C:2]2[C:11]3[C:6](=[CH:7][C:8]([O:19][CH2:20][CH2:21][CH2:22][Cl:23])=[CH:9][C:10]=3[O:12][CH:13]3[CH2:18][CH2:17][O:16][CH2:15][CH2:14]3)[N:5]=[CH:4][N:3]=2)=[C:26]2[O:34][CH2:33][O:32][C:27]2=[N:28][CH:29]=1. The yield is 0.780.